The task is: Predict the product of the given reaction.. This data is from Forward reaction prediction with 1.9M reactions from USPTO patents (1976-2016). (1) Given the reactants C[Si](C)(C)[N-][Si](C)(C)C.[Li+].[C:11]([C@H:15]1[O:19][C:18](=[O:20])[C@@H:17]([C:21]2[CH:26]=[CH:25][CH:24]=[CH:23][CH:22]=2)[O:16]1)([CH3:14])([CH3:13])[CH3:12].[C:27]1(=[O:32])[CH2:31][CH2:30][CH2:29][CH2:28]1.[Cl-].[NH4+], predict the reaction product. The product is: [C:11]([C@H:15]1[O:19][C:18](=[O:20])[C@@:17]([C:27]2([OH:32])[CH2:31][CH2:30][CH2:29][CH2:28]2)([C:21]2[CH:26]=[CH:25][CH:24]=[CH:23][CH:22]=2)[O:16]1)([CH3:14])([CH3:12])[CH3:13]. (2) Given the reactants C(OC([N:8]1[CH2:13][CH2:12][C:11]([CH2:16][OH:17])([CH2:14][OH:15])[CH2:10][CH2:9]1)=O)(C)(C)C.[ClH:18].O1CCOCC1, predict the reaction product. The product is: [ClH:18].[NH:8]1[CH2:13][CH2:12][C:11]([CH2:16][OH:17])([CH2:14][OH:15])[CH2:10][CH2:9]1. (3) Given the reactants Cl.[N:2]1([C@@H:7]2[CH2:12][CH2:11][CH2:10][CH2:9][C@H:8]2[NH2:13])[CH:6]=[CH:5][CH:4]=[CH:3]1.O=[C:15]1[CH2:20][CH2:19][N:18]([C:21]([O:23][C:24]([CH3:27])([CH3:26])[CH3:25])=[O:22])[CH2:17][CH2:16]1.C(O)(=O)/C=C\C(O)=O, predict the reaction product. The product is: [CH:6]1[N:2]2[C@H:7]3[C@H:8]([NH:13][C:15]4([CH2:20][CH2:19][N:18]([C:21]([O:23][C:24]([CH3:27])([CH3:26])[CH3:25])=[O:22])[CH2:17][CH2:16]4)[C:3]2=[CH:4][CH:5]=1)[CH2:9][CH2:10][CH2:11][CH2:12]3.